Predict the product of the given reaction. From a dataset of Forward reaction prediction with 1.9M reactions from USPTO patents (1976-2016). (1) Given the reactants [CH2:1]([N:4]1[C:13]2[C:8](=[CH:9][CH:10]=[CH:11][N:12]=2)[C:7]([OH:14])=[C:6]([C:15]2[NH:20][C:19]3[CH:21]=[CH:22][CH:23]=[CH:24][C:18]=3[S:17](=[O:26])(=[O:25])[N:16]=2)[C:5]1=[O:27])[CH:2]=[CH2:3].C[N+]1([O-])CC[O:32]CC1.S(=O)(O)[O-].[Na+].[OH2:41], predict the reaction product. The product is: [OH:41][CH:2]([CH2:3][OH:32])[CH2:1][N:4]1[C:13]2[C:8](=[CH:9][CH:10]=[CH:11][N:12]=2)[C:7]([OH:14])=[C:6]([C:15]2[NH:20][C:19]3[CH:21]=[CH:22][CH:23]=[CH:24][C:18]=3[S:17](=[O:25])(=[O:26])[N:16]=2)[C:5]1=[O:27]. (2) Given the reactants [F:1][C:2]([F:17])([F:16])[C:3]([NH:5][CH2:6][CH2:7][C:8]1[CH:13]=[CH:12][CH:11]=[C:10]([O:14][CH3:15])[CH:9]=1)=[O:4].C([O-])([O-])=O.[Ca+2].[I:23]Cl, predict the reaction product. The product is: [F:1][C:2]([F:16])([F:17])[C:3]([NH:5][CH2:6][CH2:7][C:8]1[CH:9]=[C:10]([O:14][CH3:15])[CH:11]=[CH:12][C:13]=1[I:23])=[O:4]. (3) Given the reactants [NH2:1][C:2]1[N:6]([C@H:7]2[CH2:12][CH2:11][CH2:10][N:9]([C:13]#[N:14])[CH2:8]2)[N:5]=[C:4]([C:15]2[CH:20]=[CH:19][C:18]([O:21]C3C=CC=C(C(F)(F)F)N=3)=[CH:17][CH:16]=2)[C:3]=1[C:32]([NH2:34])=[O:33].[Cl:35][C:36]1[CH:37]=[C:38]([F:43])[C:39](F)=[N:40][CH:41]=1, predict the reaction product. The product is: [NH2:1][C:2]1[N:6]([C@H:7]2[CH2:12][CH2:11][CH2:10][N:9]([C:13]#[N:14])[CH2:8]2)[N:5]=[C:4]([C:15]2[CH:20]=[CH:19][C:18]([O:21][C:39]3[C:38]([F:43])=[CH:37][C:36]([Cl:35])=[CH:41][N:40]=3)=[CH:17][CH:16]=2)[C:3]=1[C:32]([NH2:34])=[O:33]. (4) Given the reactants [CH3:1][NH:2][S:3]([CH2:6][CH2:7][CH2:8][CH2:9][C:10](O)=[O:11])(=[O:5])=[O:4].B.CO, predict the reaction product. The product is: [OH:11][CH2:10][CH2:9][CH2:8][CH2:7][CH2:6][S:3]([NH:2][CH3:1])(=[O:5])=[O:4]. (5) Given the reactants [CH2:1]([O:8][C:9]1[CH:16]=[CH:15][C:14]([O:17][C:18]([F:21])([F:20])[F:19])=[CH:13][C:10]=1[CH:11]=[O:12])[C:2]1[CH:7]=[CH:6][CH:5]=[CH:4][CH:3]=1.[BH4-].[Na+].[Cl-].[NH4+].C(OCC)(=O)C, predict the reaction product. The product is: [CH2:1]([O:8][C:9]1[CH:16]=[CH:15][C:14]([O:17][C:18]([F:19])([F:20])[F:21])=[CH:13][C:10]=1[CH2:11][OH:12])[C:2]1[CH:3]=[CH:4][CH:5]=[CH:6][CH:7]=1. (6) Given the reactants [Br:1][C:2]1[CH:3]=[CH:4][C:5]2[C:6](=[O:18])[C:7](=[O:17])[C:8]3[C:13]([C:14]=2[CH:15]=1)=[CH:12][C:11]([OH:16])=[CH:10][CH:9]=3.C(=O)([O-])[O-].[K+].[K+].[I-].[K+].Br[CH2:28][CH:29]1[CH2:31][CH2:30]1, predict the reaction product. The product is: [Br:1][C:2]1[CH:3]=[CH:4][C:5]2[C:6](=[O:18])[C:7](=[O:17])[C:8]3[C:13]([C:14]=2[CH:15]=1)=[CH:12][C:11]([O:16][CH2:28][CH:29]1[CH2:31][CH2:30]1)=[CH:10][CH:9]=3. (7) Given the reactants [Br:1][C:2]1[CH:7]=[CH:6][C:5]([CH:8]([CH3:11])[CH2:9][NH2:10])=[CH:4][CH:3]=1.[C:12](O[C:12]([O:14][C:15]([CH3:18])([CH3:17])[CH3:16])=[O:13])([O:14][C:15]([CH3:18])([CH3:17])[CH3:16])=[O:13], predict the reaction product. The product is: [C:15]([O:14][C:12](=[O:13])[NH:10][CH2:9][CH:8]([C:5]1[CH:4]=[CH:3][C:2]([Br:1])=[CH:7][CH:6]=1)[CH3:11])([CH3:18])([CH3:17])[CH3:16]. (8) The product is: [NH2:12][C:5]12[CH2:10][CH:9]3[CH2:8][CH:7]([CH2:11][CH:3]([C:2]3=[O:1])[CH2:4]1)[CH2:6]2.[ClH:16]. Given the reactants [O:1]=[C:2]1[CH:9]2[CH2:10][C:5]3([NH:12]C(=O)C)[CH2:6][CH:7]([CH2:11][CH:3]1[CH2:4]3)[CH2:8]2.[ClH:16], predict the reaction product.